Dataset: Plasma protein binding rate (PPBR) regression data from AstraZeneca. Task: Regression/Classification. Given a drug SMILES string, predict its absorption, distribution, metabolism, or excretion properties. Task type varies by dataset: regression for continuous measurements (e.g., permeability, clearance, half-life) or binary classification for categorical outcomes (e.g., BBB penetration, CYP inhibition). For this dataset (ppbr_az), we predict Y. (1) The drug is CC(NC(=O)c1cc2ccccc2[nH]1)c1ccccc1. The Y is 97.8 %. (2) The compound is CC(C)C[C@H](NC(=O)[C@H](Cc1ccccc1)NC(=O)c1cnccn1)B(O)O. The Y is 86.8 %. (3) The compound is Cc1c(Cl)ccc(OC2CCN(CC3CCN([C@@H](Cc4ccc(F)cc4)C(=O)O)CC3)CC2)c1Cl. The Y is 96.3 %. (4) The molecule is O=c1cc(-c2ccccc2)ccn1-c1ccc2c(cnn2CCN2CCCC2)c1. The Y is 83.0 %. (5) The drug is O=C(NC[C@@H](O)CN1CCC(Oc2ccc(Cl)c(Cl)c2)CC1)c1c[nH]nc1C(F)(F)F. The Y is 97.9 %.